From a dataset of Reaction yield outcomes from USPTO patents with 853,638 reactions. Predict the reaction yield, written as a fraction of the theoretical maximum amount of product (1.0 means a 100% yield; for example, 0.34 means a 34% yield). (1) The reactants are C([N:4]([S:26]([CH3:29])(=[O:28])=[O:27])[N:5]1[C:14](=[O:15])[C:13]2[C:8](=[CH:9][C:10]([C:21]([F:24])([F:23])[F:22])=[C:11]([CH2:16][NH:17][C:18](=[O:20])[CH3:19])[CH:12]=2)[NH:7][C:6]1=[O:25])(=O)C. The catalyst is Cl. The product is [CH3:29][S:26]([NH:4][N:5]1[C:14](=[O:15])[C:13]2[C:8](=[CH:9][C:10]([C:21]([F:22])([F:24])[F:23])=[C:11]([CH2:16][NH:17][C:18](=[O:20])[CH3:19])[CH:12]=2)[NH:7][C:6]1=[O:25])(=[O:28])=[O:27]. The yield is 0.0800. (2) The reactants are [CH3:1][N:2]1[C:7](=[O:8])[C:6]2[C:9]([NH:12][C:13]3[CH:18]=[CH:17][CH:16]=[CH:15][CH:14]=3)=[N:10][NH:11][C:5]=2[NH:4][C:3]1=O.O=P(Cl)(Cl)[Cl:22]. No catalyst specified. The product is [Cl:22][C:3]1[N:2]([CH3:1])[C:7](=[O:8])[C:6]2[C:9]([NH:12][C:13]3[CH:18]=[CH:17][CH:16]=[CH:15][CH:14]=3)=[N:10][NH:11][C:5]=2[N:4]=1. The yield is 0.470.